Dataset: Reaction yield outcomes from USPTO patents with 853,638 reactions. Task: Predict the reaction yield, written as a fraction of the theoretical maximum amount of product (1.0 means a 100% yield; for example, 0.34 means a 34% yield). (1) The reactants are [CH3:1][S:2][C:3]1[N:11]=[C:10]2[C:6]([N:7]=[CH:8][N:9]2[C@@H:12]2[O:24][C@H:23]([CH2:25][O:26]C(=O)C)[C@@H:18]([O:19]C(=O)C)[C@H:13]2[O:14]C(=O)C)=[C:5](Cl)[N:4]=1.[O:31]([C:33]1[CH:38]=[CH:37][C:36]([CH2:39][CH2:40][NH2:41])=[CH:35][CH:34]=1)[CH3:32]. No catalyst specified. The product is [CH3:1][S:2][C:3]1[N:11]=[C:10]2[C:6]([N:7]=[CH:8][N:9]2[C@@H:12]2[O:24][C@H:23]([CH2:25][OH:26])[C@@H:18]([OH:19])[C@H:13]2[OH:14])=[C:5]([NH:41][CH2:40][CH2:39][C:36]2[CH:37]=[CH:38][C:33]([O:31][CH3:32])=[CH:34][CH:35]=2)[N:4]=1. The yield is 0.820. (2) The yield is 0.320. No catalyst specified. The reactants are Cl[C:2]1[N:10]=[C:9](Cl)[CH:8]=[CH:7][C:3]=1[C:4]([NH2:6])=[O:5].C(O[C:17](=[O:24])[NH:18][C@H:19]1[CH2:23][CH2:22][NH:21][CH2:20]1)(C)(C)C.[CH3:25][CH:26]1[CH2:31][N:30]([C:32]2[CH:38]=[CH:37][C:35]([NH2:36])=[CH:34][C:33]=2[F:39])[CH2:29][CH:28]([CH3:40])[O:27]1.[C:41](O)(=O)[CH:42]=C. The product is [C:17]([NH:18][C@H:19]1[CH2:23][CH2:22][N:21]([C:9]2[CH:8]=[CH:7][C:3]([C:4]([NH2:6])=[O:5])=[C:2]([NH:36][C:35]3[CH:37]=[CH:38][C:32]([N:30]4[CH2:29][CH:28]([CH3:40])[O:27][CH:26]([CH3:25])[CH2:31]4)=[C:33]([F:39])[CH:34]=3)[N:10]=2)[CH2:20]1)(=[O:24])[CH:41]=[CH2:42]. (3) The reactants are [CH2:1]([O:3][P:4]([CH2:9][CH2:10][C:11]([CH3:28])=[CH:12][CH2:13][C:14]1[C:15]([OH:27])=[C:16]2[C:20](=[C:21]([CH3:25])[C:22]=1[O:23][CH3:24])[CH2:19][O:18][C:17]2=[O:26])(=[O:8])[O:5]CC)[CH3:2].[Li+].[OH-].CO.Cl. The catalyst is [Cl-].[Na+].O.O. The product is [CH2:1]([O:3][P:4]([CH2:9][CH2:10][C:11]([CH3:28])=[CH:12][CH2:13][C:14]1[C:15]([OH:27])=[C:16]2[C:20](=[C:21]([CH3:25])[C:22]=1[O:23][CH3:24])[CH2:19][O:18][C:17]2=[O:26])(=[O:5])[OH:8])[CH3:2]. The yield is 0.280.